From a dataset of Full USPTO retrosynthesis dataset with 1.9M reactions from patents (1976-2016). Predict the reactants needed to synthesize the given product. (1) Given the product [C:1]([C:3]1[CH:4]=[C:5]([C:22]2[CH:23]=[CH:24][C:25]([C:28]([N:31]3[CH2:35][CH2:34][CH2:33][C@H:32]3[C:36]([NH2:38])=[O:37])=[O:29])=[N:26][CH:27]=2)[CH:6]=[CH:7][C:8]=1[O:9][CH2:10][CH:11]1[CH2:12][CH2:13][N:14]([CH2:17][C:18]([F:21])([CH3:20])[CH3:19])[CH2:15][CH2:16]1)#[N:2], predict the reactants needed to synthesize it. The reactants are: [C:1]([C:3]1[CH:4]=[C:5]([C:22]2[CH:23]=[CH:24][C:25]([C:28](O)=[O:29])=[N:26][CH:27]=2)[CH:6]=[CH:7][C:8]=1[O:9][CH2:10][CH:11]1[CH2:16][CH2:15][N:14]([CH2:17][C:18]([F:21])([CH3:20])[CH3:19])[CH2:13][CH2:12]1)#[N:2].[NH:31]1[CH2:35][CH2:34][CH2:33][C@H:32]1[C:36]([NH2:38])=[O:37].C(Cl)CCl.C1C=CC2N(O)N=NC=2C=1.CCN(C(C)C)C(C)C. (2) Given the product [OH:8][C:9]1[C:18]2[C:13](=[C:14]([CH3:21])[C:15]([O:19][CH3:20])=[CH:16][CH:17]=2)[N:12]=[C:11]([N:29]2[CH:30]=[CH:31][C:27]([C:23]([CH3:26])([CH3:25])[CH3:24])=[N:28]2)[CH:10]=1, predict the reactants needed to synthesize it. The reactants are: C([O:8][C:9]1[C:18]2[C:13](=[C:14]([CH3:21])[C:15]([O:19][CH3:20])=[CH:16][CH:17]=2)[N:12]=[C:11](Cl)[CH:10]=1)C1C=CC=CC=1.[C:23]([C:27]1[CH:31]=[CH:30][NH:29][N:28]=1)([CH3:26])([CH3:25])[CH3:24].OC1C2C(=C(C)C(OC)=CC=2)N=C(N2C=CC(C(C)C)=N2)C=1.